This data is from Full USPTO retrosynthesis dataset with 1.9M reactions from patents (1976-2016). The task is: Predict the reactants needed to synthesize the given product. (1) Given the product [Cl:1][C:2]1[CH:3]=[C:4]([C@@H:12]([CH2:25][CH:26]2[CH2:27][CH2:28][CH2:29][CH2:30]2)[C:13]([NH:15][C:16]2[CH:20]=[CH:19][N:18]([CH2:21][C:22]([N:45]3[CH2:50][CH2:49][O:48][CH2:47][CH2:46]3)=[O:24])[N:17]=2)=[O:14])[CH:5]=[CH:6][C:7]=1[S:8]([CH3:11])(=[O:9])=[O:10], predict the reactants needed to synthesize it. The reactants are: [Cl:1][C:2]1[CH:3]=[C:4]([C@@H:12]([CH2:25][CH:26]2[CH2:30][CH2:29][CH2:28][CH2:27]2)[C:13]([NH:15][C:16]2[CH:20]=[CH:19][N:18]([CH2:21][C:22]([OH:24])=O)[N:17]=2)=[O:14])[CH:5]=[CH:6][C:7]=1[S:8]([CH3:11])(=[O:10])=[O:9].C(Cl)(=O)C(Cl)=O.N1C(C)=CC=CC=1C.[NH:45]1[CH2:50][CH2:49][O:48][CH2:47][CH2:46]1. (2) The reactants are: [CH3:1][C:2]1([NH:30][C:31](=[O:37])[O:32][C:33]([CH3:36])([CH3:35])[CH3:34])[CH2:20][C:19]2[CH:21]=[C:15]([CH:16]=[CH:17][CH:18]=2)[CH2:14][CH:13]=[CH:12][CH2:11][C:10]2=[CH:22][C:6](=[CH:7][C:8]([N:23]([CH3:28])[S:24]([CH3:27])(=[O:26])=[O:25])=[N:9]2)[CH2:5][O:4][C:3]1=[O:29]. Given the product [CH3:1][C:2]1([NH:30][C:31](=[O:37])[O:32][C:33]([CH3:36])([CH3:35])[CH3:34])[CH2:20][C:19]2[CH:21]=[C:15]([CH:16]=[CH:17][CH:18]=2)[CH2:14][CH2:13][CH2:12][CH2:11][C:10]2=[CH:22][C:6](=[CH:7][C:8]([N:23]([CH3:28])[S:24]([CH3:27])(=[O:26])=[O:25])=[N:9]2)[CH2:5][O:4][C:3]1=[O:29], predict the reactants needed to synthesize it. (3) Given the product [CH:14]1([C@H:12]2[CH2:11][C@@H:10]([CH2:20][OH:21])[CH2:9][N:8]([C:6]([O:5][C:1]([CH3:4])([CH3:3])[CH3:2])=[O:7])[CH2:13]2)[CH2:15][CH2:16][CH2:17][CH2:18][CH2:19]1, predict the reactants needed to synthesize it. The reactants are: [C:1]([O:5][C:6]([N:8]1[CH2:13][C@H:12]([CH:14]2[CH2:19][CH2:18][CH2:17][CH2:16][CH2:15]2)[CH2:11][C@H:10]([C:20](O)=[O:21])[CH2:9]1)=[O:7])([CH3:4])([CH3:3])[CH3:2]. (4) Given the product [Br:16][C:17]1[N:22]=[CH:21][C:20]([CH2:23][N:2]([CH3:1])[CH2:3][CH:4]([C:5]2[CH:10]=[CH:9][CH:8]=[CH:7][CH:6]=2)[OH:11])=[CH:19][CH:18]=1, predict the reactants needed to synthesize it. The reactants are: [CH3:1][NH:2][CH2:3][CH:4]([OH:11])[C:5]1[CH:10]=[CH:9][CH:8]=[CH:7][CH:6]=1.C(O)(=O)C.[Br:16][C:17]1[N:22]=[CH:21][C:20]([CH:23]=O)=[CH:19][CH:18]=1.C(O[BH-](OC(=O)C)OC(=O)C)(=O)C.[Na+].